Dataset: Reaction yield outcomes from USPTO patents with 853,638 reactions. Task: Predict the reaction yield, written as a fraction of the theoretical maximum amount of product (1.0 means a 100% yield; for example, 0.34 means a 34% yield). (1) The reactants are [C:1]([O:5][C:6]([N:8]1[C:16]2[C:11](=[CH:12][C:13]([O:17]CC3C=CC=CC=3)=[CH:14][CH:15]=2)[C:10]([NH:25][C:26](=[O:53])[C:27]2[CH:32]=[CH:31][C:30]([N:33]3[CH2:38][CH2:37][N:36]([CH3:39])[CH2:35][CH2:34]3)=[CH:29][C:28]=2[N:40]([CH:47]2[CH2:52][CH2:51][O:50][CH2:49][CH2:48]2)[C:41](=[O:46])[C:42]([F:45])([F:44])[F:43])=[N:9]1)=[O:7])([CH3:4])([CH3:3])[CH3:2].C1CCCCC=1. The catalyst is O1CCOCC1.[Pd]. The yield is 0.950. The product is [C:1]([O:5][C:6]([N:8]1[C:16]2[C:11](=[CH:12][C:13]([OH:17])=[CH:14][CH:15]=2)[C:10]([NH:25][C:26](=[O:53])[C:27]2[CH:32]=[CH:31][C:30]([N:33]3[CH2:38][CH2:37][N:36]([CH3:39])[CH2:35][CH2:34]3)=[CH:29][C:28]=2[N:40]([CH:47]2[CH2:52][CH2:51][O:50][CH2:49][CH2:48]2)[C:41](=[O:46])[C:42]([F:43])([F:44])[F:45])=[N:9]1)=[O:7])([CH3:4])([CH3:2])[CH3:3]. (2) The reactants are COO[CH:4](OOC)[CH2:5]Br.C1(C)C=CC(S(O)(=O)=O)=CC=1.[OH:21][C:22]1[CH:30]=[CH:29][C:25]([C:26]([NH2:28])=[S:27])=[CH:24][CH:23]=1. The catalyst is C(O)C. The product is [S:27]1[CH:5]=[CH:4][N:28]=[C:26]1[C:25]1[CH:29]=[CH:30][C:22]([OH:21])=[CH:23][CH:24]=1. The yield is 0.610. (3) The reactants are Br[Mg][CH:3]1[CH2:5][CH2:4]1.Br[C:7]1[CH:16]=[CH:15][C:10]([C:11]([O:13][CH3:14])=[O:12])=[C:9]([CH2:17][CH3:18])[CH:8]=1. The catalyst is O1CCCC1.[Zn+2].[Br-].[Br-].C1C=CC(P(C2C=CC=CC=2)[C-]2C=CC=C2)=CC=1.C1C=CC(P(C2C=CC=CC=2)[C-]2C=CC=C2)=CC=1.Cl[Pd]Cl.[Fe+2]. The product is [CH:3]1([C:7]2[CH:16]=[CH:15][C:10]([C:11]([O:13][CH3:14])=[O:12])=[C:9]([CH2:17][CH3:18])[CH:8]=2)[CH2:5][CH2:4]1. The yield is 0.890. (4) The reactants are [C:1]([O:5][C:6]([N:8]1[CH2:12][CH2:11][CH2:10][C@@H:9]1[CH2:13][O:14][C:15]1[CH:16]=[N+:17]([O-])[CH:18]=[C:19]([Cl:21])[CH:20]=1)=[O:7])([CH3:4])([CH3:3])[CH3:2].[CH2:23]([N:25](CC)CC)C.C[Si](C#N)(C)C.[OH-].[Na+]. The catalyst is C(#N)C.C(OCC)(=O)C. The product is [Cl:21][C:19]1[CH:20]=[C:15]([O:14][CH2:13][C@H:9]2[CH2:10][CH2:11][CH2:12][N:8]2[C:6]([O:5][C:1]([CH3:4])([CH3:3])[CH3:2])=[O:7])[C:16]([C:23]#[N:25])=[N:17][CH:18]=1. The yield is 0.580. (5) The reactants are Br[C:2]1[CH:10]=[CH:9][CH:8]=[C:7]2[C:3]=1[CH:4]=[N:5][N:6]2[CH:11]1[CH2:16][CH2:15][CH2:14][CH2:13][O:12]1.CC([O-])=O.[K+].[B:22]1([B:22]2[O:26][C:25]([CH3:28])([CH3:27])[C:24]([CH3:30])([CH3:29])[O:23]2)[O:26][C:25]([CH3:28])([CH3:27])[C:24]([CH3:30])([CH3:29])[O:23]1.C(Cl)Cl. The catalyst is O1CCOCC1. The product is [O:12]1[CH2:13][CH2:14][CH2:15][CH2:16][CH:11]1[N:6]1[C:7]2[C:3](=[C:2]([B:22]3[O:26][C:25]([CH3:28])([CH3:27])[C:24]([CH3:30])([CH3:29])[O:23]3)[CH:10]=[CH:9][CH:8]=2)[CH:4]=[N:5]1. The yield is 0.910. (6) The catalyst is ClCCl. The reactants are [NH:1]1[C:5]2([CH2:10][CH2:9][O:8][CH2:7][CH2:6]2)[CH2:4][CH2:3][CH:2]1[C:11]([O:13][CH2:14][CH3:15])=[O:12].CCN(C(C)C)C(C)C.[C:25](Cl)(=[O:27])[CH3:26]. The product is [C:25]([N:1]1[C:5]2([CH2:6][CH2:7][O:8][CH2:9][CH2:10]2)[CH2:4][CH2:3][CH:2]1[C:11]([O:13][CH2:14][CH3:15])=[O:12])(=[O:27])[CH3:26]. The yield is 0.580. (7) The reactants are Cl[C:2]1[N:7]=[CH:6][N:5]=[C:4]([NH:8][C:9]2[CH:14]=[CH:13][CH:12]=[C:11]([NH2:15])[N:10]=2)[CH:3]=1.[CH3:16][O:17][C:18]1[CH:23]=[CH:22][C:21]([OH:24])=[CH:20][CH:19]=1.C([O-])([O-])=O.[K+].[K+]. The catalyst is CN(C=O)C.CCOC(C)=O. The product is [O:17]([C:18]1[CH:23]=[CH:22][C:21]([O:24][C:2]2[N:7]=[CH:6][N:5]=[C:4]([NH:8][C:9]3[CH:14]=[CH:13][CH:12]=[C:11]([NH2:15])[N:10]=3)[CH:3]=2)=[CH:20][CH:19]=1)[CH3:16]. The yield is 0.592. (8) The reactants are C([O:4][C:5]1[CH:28]=[CH:27][C:26]([Br:29])=[CH:25][C:6]=1[C:7]([NH:9][C:10]1[S:11][C:12]([N:19]2[CH2:24][CH2:23][CH2:22][CH2:21][CH2:20]2)=[C:13]([C:15]([CH3:18])([CH3:17])[CH3:16])[N:14]=1)=[O:8])(=O)C.[OH-].[Na+].Cl. The catalyst is C(O)C. The product is [Br:29][C:26]1[CH:27]=[CH:28][C:5]([OH:4])=[C:6]([CH:25]=1)[C:7]([NH:9][C:10]1[S:11][C:12]([N:19]2[CH2:20][CH2:21][CH2:22][CH2:23][CH2:24]2)=[C:13]([C:15]([CH3:17])([CH3:18])[CH3:16])[N:14]=1)=[O:8]. The yield is 0.363.